This data is from Reaction yield outcomes from USPTO patents with 853,638 reactions. The task is: Predict the reaction yield, written as a fraction of the theoretical maximum amount of product (1.0 means a 100% yield; for example, 0.34 means a 34% yield). (1) The reactants are Cl[C:2]1[N:7]=[C:6]([C:8]2[S:9][C:10]([Cl:13])=[CH:11][CH:12]=2)[N:5]=[C:4]([CH3:14])[N:3]=1.[F:15][C:16]1[CH:22]=[CH:21][C:19]([NH2:20])=[CH:18][CH:17]=1. No catalyst specified. The product is [Cl:13][C:10]1[S:9][C:8]([C:6]2[N:5]=[C:4]([CH3:14])[N:3]=[C:2]([NH:20][C:19]3[CH:21]=[CH:22][C:16]([F:15])=[CH:17][CH:18]=3)[N:7]=2)=[CH:12][CH:11]=1. The yield is 0.240. (2) The yield is 0.155. The reactants are C[Al](C)C.[CH3:5][C:6]1([CH3:22])[NH:11][CH2:10][CH2:9][N:8]([C:12]2[S:16][C:15]([C:17]([O:19]CC)=O)=[CH:14][CH:13]=2)[CH2:7]1.Cl.[CH3:24][O:25][C:26]1[CH:27]=[C:28]([CH2:34][O:35][C:36]2[CH:37]=[C:38]([NH2:41])[NH:39][N:40]=2)[CH:29]=[C:30]([O:32][CH3:33])[CH:31]=1.C(C(C(C([O-])=O)O)O)([O-])=O.[Na+].[K+]. The product is [CH3:33][O:32][C:30]1[CH:29]=[C:28]([CH2:34][O:35][C:36]2[CH:37]=[C:38]([NH:41][C:17]([C:15]3[S:16][C:12]([N:8]4[CH2:9][CH2:10][NH:11][C:6]([CH3:5])([CH3:22])[CH2:7]4)=[CH:13][CH:14]=3)=[O:19])[NH:39][N:40]=2)[CH:27]=[C:26]([O:25][CH3:24])[CH:31]=1. The catalyst is C1(C)C=CC=CC=1.O.C(OCC)(=O)C. (3) The reactants are [OH:1][C@H:2]1[C@@H:5]([C:6]2[CH:11]=[CH:10][CH:9]=[CH:8][CH:7]=2)[NH:4][C:3]1=[O:12].C(N(CC)CC)C.[CH3:20][Si:21](Cl)([CH3:23])[CH3:22].CCCCCCC. The catalyst is C1COCC1.CN(C1C=CN=CC=1)C.C(OCC)(=O)C. The product is [CH3:20][Si:21]([CH3:23])([CH3:22])[O:1][C@H:2]1[C@@H:5]([C:6]2[CH:11]=[CH:10][CH:9]=[CH:8][CH:7]=2)[NH:4][C:3]1=[O:12]. The yield is 0.720. (4) The reactants are O(C(C)(C)C)[K].Cl[C:8]1[C:13]([N:14]2[CH2:19][CH2:18][N:17]([C:20]([O:22][C:23]([CH3:26])([CH3:25])[CH3:24])=[O:21])[CH2:16][CH2:15]2)=[N:12][CH:11]=[CH:10][N:9]=1.[CH2:27]([OH:30])[CH2:28][OH:29]. The catalyst is N1C=CC=CC=1. The product is [C:23]([O:22][C:20]([N:17]1[CH2:18][CH2:19][N:14]([C:13]2[C:8]([O:29][CH2:28][CH2:27][OH:30])=[N:9][CH:10]=[CH:11][N:12]=2)[CH2:15][CH2:16]1)=[O:21])([CH3:26])([CH3:25])[CH3:24]. The yield is 0.850. (5) The reactants are [C:1]([C:4]1[N:5]=[C:6]([C:28]2[C:33]([F:34])=[CH:32][CH:31]=[CH:30][C:29]=2[F:35])[O:7][C:8]=1[C:9]1[CH:10]=[CH:11][C:12]([N:15]2[CH2:20][CH2:19][N:18](C(OC(C)(C)C)=O)[CH2:17][CH2:16]2)=[N:13][CH:14]=1)(=[O:3])[NH2:2].O1CCOCC1.C1(N)C(F)=C(F)C(F)=C(N)C=1F.Cl.Cl. The catalyst is C(Cl)Cl.Cl. The product is [F:35][C:29]1[CH:30]=[CH:31][CH:32]=[C:33]([F:34])[C:28]=1[C:6]1[O:7][C:8]([C:9]2[CH:14]=[N:13][C:12]([N:15]3[CH2:16][CH2:17][NH:18][CH2:19][CH2:20]3)=[CH:11][CH:10]=2)=[C:4]([C:1]([NH2:2])=[O:3])[N:5]=1. The yield is 0.980.